Dataset: Catalyst prediction with 721,799 reactions and 888 catalyst types from USPTO. Task: Predict which catalyst facilitates the given reaction. The catalyst class is: 619. Reactant: [OH:1][C:2]1[C:7]([CH3:8])=[C:6]([CH3:9])[C:5]([NH:10]C=O)=[C:4]([CH3:13])[C:3]=1[C:14]([C:18]1[CH:23]=[CH:22][C:21]([CH3:24])=[CH:20][CH:19]=1)=[C:15]([CH3:17])[CH3:16].[ClH:25]. Product: [ClH:25].[CH3:16][C:15]1([CH3:17])[CH:14]([C:18]2[CH:23]=[CH:22][C:21]([CH3:24])=[CH:20][CH:19]=2)[C:3]2[C:4]([CH3:13])=[C:5]([NH2:10])[C:6]([CH3:9])=[C:7]([CH3:8])[C:2]=2[O:1]1.